Dataset: Catalyst prediction with 721,799 reactions and 888 catalyst types from USPTO. Task: Predict which catalyst facilitates the given reaction. (1) Product: [CH2:1]([C@@:4]1([C:21]2[CH:22]=[CH:23][C:24]([F:27])=[CH:25][CH:26]=2)[O:9][C:8](=[O:10])[N:7]([C@H:11]([C:13]2[CH:18]=[CH:17][C:16]([OH:19])=[CH:15][CH:14]=2)[CH3:12])[CH2:6][CH2:5]1)[CH:2]=[CH2:3]. The catalyst class is: 2. Reactant: [CH2:1]([C@@:4]1([C:21]2[CH:26]=[CH:25][C:24]([F:27])=[CH:23][CH:22]=2)[O:9][C:8](=[O:10])[N:7]([C@H:11]([C:13]2[CH:18]=[CH:17][C:16]([O:19]C)=[CH:15][CH:14]=2)[CH3:12])[CH2:6][CH2:5]1)[CH:2]=[CH2:3].B(Br)(Br)Br. (2) Reactant: [CH3:1][O:2][C:3]1[CH:8]=[CH:7][C:6]([N:9]2[C:13]3[C:14](=[O:18])[NH:15][CH2:16][CH2:17][C:12]=3[C:11]([C:19]([F:22])([F:21])[F:20])=[N:10]2)=[CH:5][CH:4]=1.[H-].[Na+].Br[CH2:26][CH2:27][C:28]#[N:29]. Product: [CH3:1][O:2][C:3]1[CH:4]=[CH:5][C:6]([N:9]2[C:13]3[C:14](=[O:18])[N:15]([CH2:26][CH2:27][C:28]#[N:29])[CH2:16][CH2:17][C:12]=3[C:11]([C:19]([F:22])([F:20])[F:21])=[N:10]2)=[CH:7][CH:8]=1. The catalyst class is: 9. (3) Reactant: [H-].[H-].[H-].[H-].[Li+].[Al+3].C(O[C:12](=O)[NH:13][CH2:14][CH:15]1[CH2:19][CH2:18][N:17]([CH2:20][C:21]2[CH:26]=[CH:25][CH:24]=[CH:23][CH:22]=2)[CH2:16]1)(C)(C)C. Product: [CH2:20]([N:17]1[CH2:18][CH2:19][CH:15]([CH2:14][NH:13][CH3:12])[CH2:16]1)[C:21]1[CH:26]=[CH:25][CH:24]=[CH:23][CH:22]=1. The catalyst class is: 1.